This data is from Catalyst prediction with 721,799 reactions and 888 catalyst types from USPTO. The task is: Predict which catalyst facilitates the given reaction. (1) Reactant: [CH3:1][O:2][C:3]1[CH:8]=[CH:7][C:6]([C:9]([C:56]2[CH:61]=[CH:60][C:59]([O:62][CH3:63])=[CH:58][CH:57]=2)([C:50]2[CH:55]=[CH:54][CH:53]=[CH:52][CH:51]=2)[O:10][CH2:11][CH2:12][CH2:13][N:14]([C:32]2[CH:37]=[CH:36][C:35]([N:38]=[N:39][C:40]3[CH:45]=[CH:44][C:43]([N+:46]([O-:48])=[O:47])=[CH:42][C:41]=3[Cl:49])=[CH:34][CH:33]=2)[CH2:15][CH2:16][CH2:17][C:18](OC2C(F)=C(F)C(F)=C(F)C=2F)=[O:19])=[CH:5][CH:4]=1.C(N(CC)CC)C.[CH3:71][O:72][C:73]([CH:75]1[CH2:83][C:82]2[C:77](=[CH:78][CH:79]=[C:80]3[NH:86][CH:85]=[CH:84][C:81]3=2)[NH:76]1)=[O:74]. Product: [CH3:63][O:62][C:59]1[CH:60]=[CH:61][C:56]([C:9]([C:6]2[CH:7]=[CH:8][C:3]([O:2][CH3:1])=[CH:4][CH:5]=2)([C:50]2[CH:51]=[CH:52][CH:53]=[CH:54][CH:55]=2)[O:10][CH2:11][CH2:12][CH2:13][N:14]([C:32]2[CH:37]=[CH:36][C:35]([N:38]=[N:39][C:40]3[CH:45]=[CH:44][C:43]([N+:46]([O-:48])=[O:47])=[CH:42][C:41]=3[Cl:49])=[CH:34][CH:33]=2)[CH2:15][CH2:16][CH2:17][C:18]([N:86]2[C:80]3[C:81](=[C:82]4[C:77](=[CH:78][CH:79]=3)[NH:76][CH:75]([C:73]([O:72][CH3:71])=[O:74])[CH2:83]4)[CH:84]=[CH:85]2)=[O:19])=[CH:57][CH:58]=1. The catalyst class is: 3. (2) Reactant: [CH3:1][O:2][C:3](=[O:18])[C:4]1[CH:9]=[C:8](F)[C:7]([C:11]([F:14])([F:13])[F:12])=[CH:6][C:5]=1[N+:15]([O-:17])=[O:16].[NH:19]1[CH2:22][CH2:21][CH2:20]1. Product: [CH3:1][O:2][C:3](=[O:18])[C:4]1[CH:9]=[C:8]([N:19]2[CH2:22][CH2:21][CH2:20]2)[C:7]([C:11]([F:14])([F:13])[F:12])=[CH:6][C:5]=1[N+:15]([O-:17])=[O:16]. The catalyst class is: 7. (3) Reactant: [CH3:1][O:2][C:3]([C:5]1[CH:10]=[CH:9][C:8](Br)=[C:7]([O:12][CH2:13][CH:14]2[CH2:16][CH2:15]2)[N:6]=1)=[O:4].[F:17][C:18]([F:27])([F:26])[CH2:19][NH:20][CH2:21][C:22]([F:25])([F:24])[F:23].C1(P(C2C=CC=CC=2)C2C=CC3C(=CC=CC=3)C=2C2C3C(=CC=CC=3)C=CC=2P(C2C=CC=CC=2)C2C=CC=CC=2)C=CC=CC=1.C(=O)([O-])[O-].[Cs+].[Cs+]. Product: [CH3:1][O:2][C:3]([C:5]1[CH:10]=[CH:9][C:8]([N:20]([CH2:19][C:18]([F:17])([F:26])[F:27])[CH2:21][C:22]([F:25])([F:24])[F:23])=[C:7]([O:12][CH2:13][CH:14]2[CH2:16][CH2:15]2)[N:6]=1)=[O:4]. The catalyst class is: 101. (4) Reactant: [C:1]([C:3]1[CH:8]=[CH:7][C:6]([OH:9])=[CH:5][CH:4]=1)#[N:2].C([O-])([O-])=[O:11].[K+].[K+].Cl[CH2:17][CH2:18][O:19][CH:20](O)[CH3:21]. Product: [OH:11][CH2:17][CH2:18][O:19][CH2:20][CH2:21][O:9][C:6]1[CH:7]=[CH:8][C:3]([C:1]#[N:2])=[CH:4][CH:5]=1. The catalyst class is: 23. (5) Reactant: [N:1]1([C:6]2[CH:11]=[CH:10][C:9]([CH2:12][C:13](=O)[CH3:14])=[CH:8][CH:7]=2)[CH:5]=[CH:4][CH:3]=[N:2]1.[NH2:16][C:17]([NH2:19])=[S:18].II.CCO. Product: [CH3:14][C:13]1[N:16]=[C:17]([NH2:19])[S:18][C:12]=1[C:9]1[CH:10]=[CH:11][C:6]([N:1]2[CH:5]=[CH:4][CH:3]=[N:2]2)=[CH:7][CH:8]=1. The catalyst class is: 436. (6) Reactant: [C:1]([C:3]1[CH:8]=[CH:7][C:6]([S:9](Cl)(=[O:11])=[O:10])=[CH:5][CH:4]=1)#[N:2].[Cl:13][C:14]1[CH:26]=[N:25][C:17]2[NH:18][C:19]3[CH2:24][CH2:23][NH:22][CH2:21][C:20]=3[C:16]=2[CH:15]=1.O. Product: [Cl:13][C:14]1[CH:26]=[N:25][C:17]2[NH:18][C:19]3[CH2:24][CH2:23][N:22]([S:9]([C:6]4[CH:7]=[CH:8][C:3]([C:1]#[N:2])=[CH:4][CH:5]=4)(=[O:11])=[O:10])[CH2:21][C:20]=3[C:16]=2[CH:15]=1. The catalyst class is: 17. (7) Reactant: [Br:1][C:2]1[CH:11]=[CH:10][CH:9]=[C:8]2[C:3]=1[CH:4]=[CH:5][C:6]([S:12]([OH:15])(=[O:14])=[O:13])=[CH:7]2.S(Cl)(Cl)=O.[F:20][C:21]1[C:26]([F:27])=[C:25]([F:28])[C:24]([F:29])=[C:23]([F:30])[C:22]=1O.C(N(CC)CC)C. Product: [Br:1][C:2]1[CH:11]=[CH:10][CH:9]=[C:8]2[C:3]=1[CH:4]=[CH:5][C:6]([S:12]([O:15][C:22]1[C:23]([F:30])=[C:24]([F:29])[C:25]([F:28])=[C:26]([F:27])[C:21]=1[F:20])(=[O:14])=[O:13])=[CH:7]2. The catalyst class is: 3. (8) Reactant: [CH3:1][C:2]1[CH:3]=[C:4]([OH:17])[CH:5]=[CH:6][C:7]=1[CH2:8][O:9][CH2:10][CH2:11][N:12]1[CH:16]=[CH:15][N:14]=[N:13]1.C(=O)([O-])[O-].[Cs+].[Cs+].Cl[CH2:25][C:26]1[N:27]=[C:28]([CH:31]=[CH:32][C:33]2[CH:38]=[CH:37][C:36]([O:39][CH:40]([F:42])[F:41])=[CH:35][CH:34]=2)[O:29][CH:30]=1.[I-].[K+]. Product: [F:42][CH:40]([F:41])[O:39][C:36]1[CH:37]=[CH:38][C:33]([CH:32]=[CH:31][C:28]2[O:29][CH:30]=[C:26]([CH2:25][O:17][C:4]3[CH:5]=[CH:6][C:7]([CH2:8][O:9][CH2:10][CH2:11][N:12]4[CH:16]=[CH:15][N:14]=[N:13]4)=[C:2]([CH3:1])[CH:3]=3)[N:27]=2)=[CH:34][CH:35]=1. The catalyst class is: 131. (9) Reactant: [C:1]([CH2:3][C:4]1[CH:9]=[CH:8][C:7]([NH:10][C:11]([N:13]2[CH2:22][CH2:21][C:20]3[C:15](=[CH:16][CH:17]=[CH:18][CH:19]=3)[CH2:14]2)=[O:12])=[CH:6][CH:5]=1)#[N:2].CO. Product: [NH2:2][CH2:1][CH2:3][C:4]1[CH:5]=[CH:6][C:7]([NH:10][C:11]([N:13]2[CH2:22][CH2:21][C:20]3[C:15](=[CH:16][CH:17]=[CH:18][CH:19]=3)[CH2:14]2)=[O:12])=[CH:8][CH:9]=1. The catalyst class is: 769.